Dataset: Reaction yield outcomes from USPTO patents with 853,638 reactions. Task: Predict the reaction yield, written as a fraction of the theoretical maximum amount of product (1.0 means a 100% yield; for example, 0.34 means a 34% yield). (1) The yield is 0.150. The catalyst is C1COCC1. The product is [NH2:37][CH:32]([CH2:31][CH2:30][S:29][CH2:28][C@@H:6]1[C@@H:5]([OH:4])[C@@H:9]([OH:10])[C@H:8]([N:14]2[CH:22]=[N:21][C:20]3[C:15]2=[N:16][C:17]([Cl:27])=[N:18][C:19]=3[NH:23][CH2:24][CH2:25][NH:26][C:68](=[O:69])[C:67]2[CH:71]=[CH:72][C:64]([C:62]#[N:63])=[CH:65][CH:66]=2)[O:7]1)[C:33]([OH:35])=[O:34]. The reactants are C([O:4][C@H:5]1[C@@H:9]([O:10]C(=O)C)[C@H:8]([N:14]2[CH:22]=[N:21][C:20]3[C:15]2=[N:16][C:17]([Cl:27])=[N:18][C:19]=3[NH:23][CH2:24][CH2:25][NH2:26])[O:7][C@@H:6]1[CH2:28][S:29][CH2:30][CH2:31][CH:32]([NH:37]C(OCC1C2C=CC=CC=2C2C1=CC=CC=2)=O)[C:33]([O:35]C)=[O:34])(=O)C.C(N(CC)CC)C.[C:62]([C:64]1[CH:72]=[CH:71][C:67]([C:68](Cl)=[O:69])=[CH:66][CH:65]=1)#[N:63].[OH-].[K+]. (2) The reactants are [CH:1]1([C:6]2[C:14]3[C:9](=[CH:10][C:11]([C:15](O)=[O:16])=[CH:12][CH:13]=3)[N:8]([CH3:18])[C:7]=2C2C=CC=CN=2)[CH2:5][CH2:4][CH2:3][CH2:2]1.C[O:26][C:27](=[O:45])/[CH:28]=[CH:29]/[C:30]1[CH:44]=[CH:43][C:33]2[N:34]([CH3:42])[C:35]([C:37]3([NH2:41])[CH2:40][CH2:39][CH2:38]3)=[N:36][C:32]=2[CH:31]=1.CN(C(ON1N=N[C:56]2[CH:57]=[CH:58][CH:59]=[N:60][C:55]1=2)=[N+](C)C)C.F[P-](F)(F)(F)(F)F.CCN(CC)CC.[OH-].[Na+]. The catalyst is CS(C)=O.C(O)(=O)C. The product is [CH:1]1([C:6]2[C:14]3[C:9](=[CH:10][C:11]([C:15]([NH:41][C:37]4([C:35]5[N:34]([CH3:42])[C:33]6[CH:43]=[CH:44][C:30](/[CH:29]=[CH:28]/[C:27]([OH:26])=[O:45])=[CH:31][C:32]=6[N:36]=5)[CH2:40][CH2:39][CH2:38]4)=[O:16])=[CH:12][CH:13]=3)[N:8]([CH3:18])[C:7]=2[C:55]2[CH:56]=[CH:57][CH:58]=[CH:59][N:60]=2)[CH2:2][CH2:3][CH2:4][CH2:5]1. The yield is 0.780. (3) The reactants are [OH:1][CH:2]1[CH2:7][CH2:6][NH:5][CH2:4][CH2:3]1.O=[C:9]1[CH2:14][CH2:13][N:12]([C:15]([O:17][C:18]([CH3:21])([CH3:20])[CH3:19])=[O:16])[CH2:11][CH2:10]1.[C-:22]#[N:23].C([Al+]CC)C.C1(C)C=CC=CC=1. The catalyst is ClCCCl.CCOC(C)=O.CC(C)[O-].[Ti+4].CC(C)[O-].CC(C)[O-].CC(C)[O-]. The product is [C:22]([C:9]1([N:5]2[CH2:6][CH2:7][CH:2]([OH:1])[CH2:3][CH2:4]2)[CH2:14][CH2:13][N:12]([C:15]([O:17][C:18]([CH3:21])([CH3:20])[CH3:19])=[O:16])[CH2:11][CH2:10]1)#[N:23]. The yield is 0.950. (4) The reactants are [C:1]1([CH2:7][CH2:8][O:9][CH2:10][CH2:11][CH2:12][S:13]([CH2:16][CH2:17][OH:18])(=[O:15])=[O:14])[CH:6]=[CH:5][CH:4]=[CH:3][CH:2]=1.[C:19](Cl)(=[O:26])[C:20]1[CH:25]=[CH:24][CH:23]=[CH:22][CH:21]=1.C(N(CC)CC)C. The catalyst is ClCCl. The product is [C:19]([O:18][CH2:17][CH2:16][S:13]([CH2:12][CH2:11][CH2:10][O:9][CH2:8][CH2:7][C:1]1[CH:2]=[CH:3][CH:4]=[CH:5][CH:6]=1)(=[O:14])=[O:15])(=[O:26])[C:20]1[CH:25]=[CH:24][CH:23]=[CH:22][CH:21]=1. The yield is 0.720. (5) The reactants are [OH:1][C:2]1[C:3]([C:17](=O)[CH3:18])=[N:4][N:5]([CH3:16])[C:6]=1[C:7]1[CH:12]=[CH:11][C:10]([CH2:13][CH2:14][CH3:15])=[CH:9][CH:8]=1.[NH:20]([C:22]([NH:24][C:25]1[CH:33]=[CH:32][C:28]([C:29]([OH:31])=[O:30])=[CH:27][CH:26]=1)=[S:23])[NH2:21].CN(C)C=O. The catalyst is Cl.O. The product is [OH:1][C:2]1[C:3]([C:17](=[N:21][NH:20][C:22]([NH:24][C:25]2[CH:33]=[CH:32][C:28]([C:29]([OH:31])=[O:30])=[CH:27][CH:26]=2)=[S:23])[CH3:18])=[N:4][N:5]([CH3:16])[C:6]=1[C:7]1[CH:12]=[CH:11][C:10]([CH2:13][CH2:14][CH3:15])=[CH:9][CH:8]=1. The yield is 0.790. (6) The reactants are [Cl:1][C:2]1[CH:3]=[C:4]([C@@H:12]([CH2:31][CH:32]2[CH2:36][CH2:35][CH2:34][CH2:33]2)[C:13]([NH:15][C:16]2[CH:20]=[CH:19][N:18]([CH2:21][C:22]3[CH:30]=[CH:29][C:25]([C:26]([OH:28])=O)=[CH:24][CH:23]=3)[N:17]=2)=[O:14])[CH:5]=[CH:6][C:7]=1[S:8]([CH3:11])(=[O:10])=[O:9].C(Cl)(=O)C(Cl)=O.[N:43]1C(C)=CC=CC=1C. The catalyst is C(Cl)Cl.[OH-].[NH4+]. The product is [Cl:1][C:2]1[CH:3]=[C:4]([CH:12]([CH2:31][CH:32]2[CH2:33][CH2:34][CH2:35][CH2:36]2)[C:13]([NH:15][C:16]2[CH:20]=[CH:19][N:18]([CH2:21][C:22]3[CH:30]=[CH:29][C:25]([C:26]([NH2:43])=[O:28])=[CH:24][CH:23]=3)[N:17]=2)=[O:14])[CH:5]=[CH:6][C:7]=1[S:8]([CH3:11])(=[O:10])=[O:9]. The yield is 0.490.